Task: Predict the reactants needed to synthesize the given product.. Dataset: Full USPTO retrosynthesis dataset with 1.9M reactions from patents (1976-2016) (1) Given the product [CH2:1]([O:8][C:9]([N:11]1[CH2:16][CH2:15][C:14]2[N:17]=[C:18]([CH2:36][CH2:37][CH3:38])[S:19][C:13]=2[CH:12]1[C:21]1[CH:26]=[C:25]([Cl:27])[CH:24]=[CH:23][C:22]=1[O:28][CH2:29][C:30]([OH:32])=[O:31])=[O:10])[C:2]1[CH:7]=[CH:6][CH:5]=[CH:4][CH:3]=1, predict the reactants needed to synthesize it. The reactants are: [CH2:1]([O:8][C:9]([N:11]1[CH2:16][CH2:15][C:14]2[N:17]=[C:18](Br)[S:19][C:13]=2[CH:12]1[C:21]1[CH:26]=[C:25]([Cl:27])[CH:24]=[CH:23][C:22]=1[O:28][CH2:29][C:30]([O:32]CC)=[O:31])=[O:10])[C:2]1[CH:7]=[CH:6][CH:5]=[CH:4][CH:3]=1.[Br-].[CH2:36]([Zn+])[CH2:37][CH3:38]. (2) Given the product [CH3:1][C:2]1[CH:3]=[CH:4][C:5]([O:8][C:10]2[CH:15]=[CH:14][CH:13]=[C:12]([N+:16]([O-:18])=[O:17])[CH:11]=2)=[CH:6][N:7]=1, predict the reactants needed to synthesize it. The reactants are: [CH3:1][C:2]1[N:7]=[CH:6][C:5]([OH:8])=[CH:4][CH:3]=1.F[C:10]1[CH:15]=[CH:14][CH:13]=[C:12]([N+:16]([O-:18])=[O:17])[CH:11]=1.C(=O)([O-])[O-].[K+].[K+].CN(C)C=O. (3) Given the product [C:49]([O:48][C:47]([NH:46][C@@H:30]([C:31]1[CH:32]=[C:33]([C:2]2[CH:23]=[C:22]([C:24]([F:26])([F:27])[F:25])[CH:21]=[C:4]([CH2:5][O:6][C:7]3[CH:12]=[CH:11][CH:10]=[CH:9][C:8]=3[CH2:13][C:14]([O:16][C:17]([CH3:20])([CH3:19])[CH3:18])=[O:15])[CH:3]=2)[CH:34]=[CH:35][CH:36]=1)[CH2:29][OH:28])=[O:53])([CH3:50])([CH3:51])[CH3:52], predict the reactants needed to synthesize it. The reactants are: Br[C:2]1[CH:3]=[C:4]([CH:21]=[C:22]([C:24]([F:27])([F:26])[F:25])[CH:23]=1)[CH2:5][O:6][C:7]1[CH:12]=[CH:11][CH:10]=[CH:9][C:8]=1[CH2:13][C:14]([O:16][C:17]([CH3:20])([CH3:19])[CH3:18])=[O:15].[OH:28][CH2:29][C@@H:30]([NH:46][C:47](=[O:53])[O:48][C:49]([CH3:52])([CH3:51])[CH3:50])[C:31]1[CH:36]=[CH:35][CH:34]=[C:33](B2OC(C)(C)C(C)(C)O2)[CH:32]=1. (4) Given the product [ClH:2].[ClH:1].[CH2:16]([C:5]1[C:4]([CH2:3][C:23]2[C:22]3[C:27](=[CH:28][C:29]([O:30][CH3:31])=[C:20]([O:19][CH3:18])[CH:21]=3)[C:26]([CH2:32][CH2:33][CH3:34])=[N:25][C:24]=2[OH:35])=[CH:13][C:12]2[C:7](=[CH:8][CH:9]=[C:10]([O:14][CH3:15])[CH:11]=2)[N:6]=1)[CH3:17], predict the reactants needed to synthesize it. The reactants are: [ClH:1].[Cl:2][CH2:3][C:4]1[C:5]([CH2:16][CH3:17])=[N:6][C:7]2[C:12]([CH:13]=1)=[CH:11][C:10]([O:14][CH3:15])=[CH:9][CH:8]=2.[CH3:18][O:19][C:20]1[CH:21]=[C:22]2[C:27](=[CH:28][C:29]=1[O:30][CH3:31])[C:26]([CH2:32][CH2:33][CH3:34])=[N:25][C:24]([OH:35])=[CH:23]2.[Li+].[OH-]. (5) Given the product [C:25]1([C:2]2[CH:3]=[C:4]3[C:8](=[C:9]([C:11]([O:13][C:14]([CH3:15])([CH3:16])[CH3:17])=[O:12])[CH:10]=2)[N:7]([C:18]([O:20][C:21]([CH3:24])([CH3:22])[CH3:23])=[O:19])[CH2:6][CH2:5]3)[CH:30]=[CH:29][CH:28]=[CH:27][CH:26]=1, predict the reactants needed to synthesize it. The reactants are: Br[C:2]1[CH:3]=[C:4]2[C:8](=[C:9]([C:11]([O:13][C:14]([CH3:17])([CH3:16])[CH3:15])=[O:12])[CH:10]=1)[N:7]([C:18]([O:20][C:21]([CH3:24])([CH3:23])[CH3:22])=[O:19])[CH2:6][CH2:5]2.[C:25]1(B(O)O)[CH:30]=[CH:29][CH:28]=[CH:27][CH:26]=1.C(=O)([O-])[O-].[Cs+].[Cs+]. (6) Given the product [Cl:37][C:24]1[C:23]2[C:27](=[CH:28][CH:29]=[C:21]([C:18]3[N:17]=[C:16]([C:9]4[S:10][C:11]([C:12]([F:15])([F:14])[F:13])=[C:7]([C:1]5[CH:2]=[CH:3][CH:4]=[CH:5][CH:6]=5)[CH:8]=4)[O:20][N:19]=3)[CH:22]=2)[NH:26][CH:25]=1, predict the reactants needed to synthesize it. The reactants are: [C:1]1([C:7]2[CH:8]=[C:9]([C:16]3[O:20][N:19]=[C:18]([C:21]4[CH:22]=[C:23]5[C:27](=[CH:28][CH:29]=4)[NH:26][CH:25]=[CH:24]5)[N:17]=3)[S:10][C:11]=2[C:12]([F:15])([F:14])[F:13])[CH:6]=[CH:5][CH:4]=[CH:3][CH:2]=1.C1C(=O)N([Cl:37])C(=O)C1.